Dataset: Catalyst prediction with 721,799 reactions and 888 catalyst types from USPTO. Task: Predict which catalyst facilitates the given reaction. (1) Reactant: [Br:1][C:2]1[CH:7]=[CH:6][C:5]([NH:8][C:9]2[N:14]3[CH:15]=[N:16][CH:17]=[C:13]3[CH:12]=[CH:11][C:10]=2[C:18]([OH:20])=O)=[C:4]([F:21])[CH:3]=1.C1C=CC2N(O)N=NC=2C=1.CCN=C=NCCCN(C)C.Cl.[NH2:44][O:45][CH2:46][C@@H:47]([OH:49])[CH3:48].CCN(C(C)C)C(C)C. Product: [OH:49][C@@H:47]([CH3:48])[CH2:46][O:45][NH:44][C:18]([C:10]1[CH:11]=[CH:12][C:13]2[N:14]([CH:15]=[N:16][CH:17]=2)[C:9]=1[NH:8][C:5]1[CH:6]=[CH:7][C:2]([Br:1])=[CH:3][C:4]=1[F:21])=[O:20]. The catalyst class is: 155. (2) Reactant: Br[C:2]1[C:10]2[C:5](=[CH:6][CH:7]=[C:8]([CH:11]3[C:20]([C:21]#[N:22])=[C:19]([CH3:23])[N:18]4[C:13]([CH2:14][O:15][CH2:16][CH2:17]4)=[C:12]3[C:24]#[N:25])[CH:9]=2)[NH:4][N:3]=1.[F:26][C:27]1[N:32]=[CH:31][C:30](B(O)O)=[CH:29][CH:28]=1.C(=O)(O)[O-].[Na+]. Product: [F:26][C:27]1[N:32]=[CH:31][C:30]([C:2]2[C:10]3[C:5](=[CH:6][CH:7]=[C:8]([CH:11]4[C:20]([C:21]#[N:22])=[C:19]([CH3:23])[N:18]5[C:13]([CH2:14][O:15][CH2:16][CH2:17]5)=[C:12]4[C:24]#[N:25])[CH:9]=3)[NH:4][N:3]=2)=[CH:29][CH:28]=1. The catalyst class is: 77. (3) Reactant: Br[C:2]1[CH:3]=[C:4]2[CH2:10][CH2:9][N:8]([Si:11]([C:14]([CH3:17])([CH3:16])[CH3:15])([CH3:13])[CH3:12])[C:5]2=[N:6][CH:7]=1.C([Li])(C)(C)C.CCCCC.CN([CH:31]=[O:32])C. Product: [C:14]([Si:11]([CH3:13])([CH3:12])[N:8]1[C:5]2=[N:6][CH:7]=[C:2]([CH:31]=[O:32])[CH:3]=[C:4]2[CH2:10][CH2:9]1)([CH3:17])([CH3:16])[CH3:15]. The catalyst class is: 28. (4) Reactant: [Cl:1][C:2]1[CH:7]=[CH:6][C:5]([N:8]=[C:9]=[O:10])=[CH:4][C:3]=1[C:11]([F:14])([F:13])[F:12].[CH3:15][NH:16][C:17]([C:19]1[CH:24]=[C:23]([O:25][C:26]2[CH:32]=[CH:31][C:29]([NH2:30])=[CH:28][CH:27]=2)[CH:22]=[CH:21][N:20]=1)=[O:18]. Product: [Cl:1][C:2]1[CH:7]=[CH:6][C:5]([NH:8][C:9]([NH:30][C:29]2[CH:28]=[CH:27][C:26]([O:25][C:23]3[CH:22]=[CH:21][N:20]=[C:19]([C:17](=[O:18])[NH:16][CH3:15])[CH:24]=3)=[CH:32][CH:31]=2)=[O:10])=[CH:4][C:3]=1[C:11]([F:12])([F:13])[F:14]. The catalyst class is: 2. (5) Reactant: [Cl:1][C:2]1[CH:3]=[C:4]([C:8]2[N:9]=[C:10]([NH:17][C:18]3[CH:23]=[CH:22]C(C=C)=[CH:20][CH:19]=3)[C:11]3[CH2:16][CH2:15][CH2:14][C:12]=3[N:13]=2)[CH:5]=[CH:6][CH:7]=1.C[N+]1([O-])CC[O:30]CC1.[CH3:34][C:35]([CH3:37])=[O:36]. Product: [Cl:1][C:2]1[CH:3]=[C:4]([C:8]2[N:9]=[C:10]([NH:17][C:18]3[CH:23]=[CH:22][C:34]([CH:35]([OH:36])[CH2:37][OH:30])=[CH:20][CH:19]=3)[C:11]3[CH2:16][CH2:15][CH2:14][C:12]=3[N:13]=2)[CH:5]=[CH:6][CH:7]=1. The catalyst class is: 6. (6) Reactant: [CH2:1]([O:3][C:4]([C:6]1[N:7]=[C:8]([CH:14]2[CH2:19][CH:18]([CH2:20]O)[CH2:17][N:16](/[C:22](=[CH:28]/[C:29]([O:31][CH2:32][CH3:33])=[O:30])/[C:23]([O:25][CH2:26][CH3:27])=[O:24])[CH2:15]2)[NH:9][C:10](=[O:13])[C:11]=1[OH:12])=[O:5])[CH3:2].C(N(CC)CC)C.CS(Cl)(=O)=O.C([O-])([O-])=O.[K+].[K+]. Product: [CH2:26]([O:25][C:23](=[O:24])[C:22]([N:16]1[CH2:17][CH:18]2[CH2:19][CH:14]([C:8]3[N:9]([C:10](=[O:13])[C:11]([OH:12])=[C:6]([C:4]([O:3][CH2:1][CH3:2])=[O:5])[N:7]=3)[CH2:20]2)[CH2:15]1)=[CH:28][C:29]([O:31][CH2:32][CH3:33])=[O:30])[CH3:27]. The catalyst class is: 20.